From a dataset of Catalyst prediction with 721,799 reactions and 888 catalyst types from USPTO. Predict which catalyst facilitates the given reaction. (1) Reactant: [Li][CH2:2][CH2:3][CH2:4][CH3:5].[F:6][C:7]1[CH:15]=[CH:14][CH:13]=[C:12](F)[C:8]=1[C:9]([OH:11])=[O:10].IC.O. Product: [CH2:2]([C:12]1[CH:13]=[CH:14][CH:15]=[C:7]([F:6])[C:8]=1[C:9]([OH:11])=[O:10])[CH2:3][CH2:4][CH3:5]. The catalyst class is: 1. (2) Reactant: [C:1](#[N:8])[C:2]1[CH:7]=[CH:6][CH:5]=[CH:4][CH:3]=1.[CH2:9]([O:11][C:12](=[O:15])[CH2:13]Cl)[CH3:10].[CH3:16][CH2:17][O-:18].[Na+].O.[CH2:21](O)[CH3:22]. Product: [C:1]([C:2]1[C:7]2[C:6](=[CH:1][CH:2]=[CH:3][CH:4]=2)[CH:5]=[C:4]([C:22]2[CH:21]=[CH:7][CH:6]=[CH:5][C:16]=2[CH:17]2[O:18][CH:13]2[C:12]([O:11][CH2:9][CH3:10])=[O:15])[CH:3]=1)#[N:8]. The catalyst class is: 48. (3) Reactant: C(OC([C:6]1[CH2:12][CH2:11][N:10]([S:13]([C:16]2[CH:21]=[CH:20][C:19]([CH3:22])=[CH:18][CH:17]=2)(=[O:15])=[O:14])[C:9]2[CH:23]=[CH:24][CH:25]=[CH:26][C:8]=2[C:7]=1[OH:27])=O)C.C(O)(=O)C.Cl. The catalyst class is: 40. Product: [C:19]1([CH3:22])[CH:18]=[CH:17][C:16]([S:13]([N:10]2[CH2:11][CH2:12][CH2:6][C:7](=[O:27])[C:8]3[CH:26]=[CH:25][CH:24]=[CH:23][C:9]2=3)(=[O:15])=[O:14])=[CH:21][CH:20]=1. (4) Reactant: I[C:2]1[N:6]2[CH:7]=[C:8]([C:11]3[CH:16]=[CH:15][C:14]([C:17]([N:19]4[CH2:24][CH2:23][N:22]([CH3:25])[CH2:21][CH2:20]4)=[O:18])=[CH:13][CH:12]=3)[N:9]=[CH:10][C:5]2=[N:4][CH:3]=1.C([O-])([O-])=O.[K+].[K+].[F:32][C:33]([F:44])([F:43])[C:34]1[CH:39]=[CH:38][C:37](B(O)O)=[CH:36][CH:35]=1. Product: [CH3:25][N:22]1[CH2:23][CH2:24][N:19]([C:17]([C:14]2[CH:13]=[CH:12][C:11]([C:8]3[N:9]=[CH:10][C:5]4[N:6]([C:2]([C:37]5[CH:38]=[CH:39][C:34]([C:33]([F:44])([F:43])[F:32])=[CH:35][CH:36]=5)=[CH:3][N:4]=4)[CH:7]=3)=[CH:16][CH:15]=2)=[O:18])[CH2:20][CH2:21]1. The catalyst class is: 335. (5) Reactant: [CH3:1][N:2]1[C:10]2[C:5](=[CH:6][CH:7]=[CH:8][C:9]=2[O:11][CH2:12][CH2:13][OH:14])[CH:4]=[CH:3]1.[C:15](OC(=O)C)(=[O:17])[CH3:16]. Product: [CH3:1][N:2]1[C:10]2[C:5](=[CH:6][CH:7]=[CH:8][C:9]=2[O:11][CH2:12][CH2:13][O:14][C:15](=[O:17])[CH3:16])[CH:4]=[CH:3]1. The catalyst class is: 17. (6) Reactant: [NH2:1][C:2]1[CH:11]=[C:10]2[C:5]([CH2:6][CH2:7][NH:8][C:9]2=[O:12])=[CH:4][CH:3]=1.Cl.[N:14]([O-])=O.[Na+].O.O.Cl[Sn]Cl. Product: [NH:1]([C:2]1[CH:11]=[C:10]2[C:5]([CH2:6][CH2:7][NH:8][C:9]2=[O:12])=[CH:4][CH:3]=1)[NH2:14]. The catalyst class is: 6. (7) Reactant: [C:1]([O:5][C:6]([N:8]1[C@H:13]([C:14](O)=[O:15])[CH2:12][C@@H:11]2[C@H:9]1[CH2:10]2)=[O:7])([CH3:4])([CH3:3])[CH3:2]. Product: [OH:15][CH2:14][C@@H:13]1[CH2:12][C@@H:11]2[C@@H:9]([CH2:10]2)[N:8]1[C:6]([O:5][C:1]([CH3:4])([CH3:3])[CH3:2])=[O:7]. The catalyst class is: 1. (8) The catalyst class is: 7. Reactant: F[P-](F)(F)(F)(F)F.CN(C(ON1C2=NC=CC=C2N=N1)=[N+](C)C)C.C(N(CC)C(C)C)(C)C.[C:34]([O:38][C:39]([NH:41][CH2:42][C@H:43]1[CH2:48][CH2:47][C@H:46]([C:49]([NH:51][C@H:52]([C:70](=[O:83])[NH:71][C:72]2[CH:77]=[CH:76][C:75]([C:78]3[N:79]=[N:80][NH:81][N:82]=3)=[CH:74][CH:73]=2)[CH2:53][C:54]2[CH:59]=[CH:58][C:57]([C:60]3[CH:65]=[CH:64][CH:63]=[C:62]([C:66]([OH:68])=O)[C:61]=3[F:69])=[CH:56][CH:55]=2)=[O:50])[CH2:45][CH2:44]1)=[O:40])([CH3:37])([CH3:36])[CH3:35].[C:84]([O:88][C:89]([N:91]1[CH2:95][CH2:94][C@@H:93]([NH2:96])[CH2:92]1)=[O:90])([CH3:87])([CH3:86])[CH3:85]. Product: [C:34]([O:38][C:39]([NH:41][CH2:42][C@H:43]1[CH2:48][CH2:47][C@H:46]([C:49]([NH:51][C@H:52]([C:70](=[O:83])[NH:71][C:72]2[CH:77]=[CH:76][C:75]([C:78]3[N:82]=[N:81][NH:80][N:79]=3)=[CH:74][CH:73]=2)[CH2:53][C:54]2[CH:55]=[CH:56][C:57]([C:60]3[CH:65]=[CH:64][CH:63]=[C:62]([C:66]([NH:96][C@@H:93]4[CH2:94][CH2:95][N:91]([C:89]([O:88][C:84]([CH3:87])([CH3:86])[CH3:85])=[O:90])[CH2:92]4)=[O:68])[C:61]=3[F:69])=[CH:58][CH:59]=2)=[O:50])[CH2:45][CH2:44]1)=[O:40])([CH3:37])([CH3:35])[CH3:36]. (9) Reactant: C([N:8]1[CH2:12][C:11]([CH3:14])([CH3:13])[C@H:10]([OH:15])[CH2:9]1)C1C=CC=CC=1.[H][H].[ClH:18]. Product: [ClH:18].[CH3:13][C:11]1([CH3:14])[CH2:12][NH:8][CH2:9][C@H:10]1[OH:15]. The catalyst class is: 29.